This data is from Drug-target binding data from BindingDB using IC50 measurements. The task is: Regression. Given a target protein amino acid sequence and a drug SMILES string, predict the binding affinity score between them. We predict pIC50 (pIC50 = -log10(IC50 in M); higher means more potent). Dataset: bindingdb_ic50. (1) The target protein sequence is MASQPNSSAKKKEEKGKNIQVVVRCRPFNLAERKASAHSIVECDPVRKEVSVRTGGLADKSSRKTYTFDMVFGASTKQIDVYRSVVCPILDEVIMGYNCTIFAYGQTGTGKTFTMEGERSPNEEYTWEEVPLAGIIPRTLHQIFEKLTDNGTEFSVKVSLLEIYNEELFDLLNPSSDVSERLQMFDDPRNKRGVIIKGLEEITVHNKDEVYQILEKGAAKRTTAATLMNAYSSRSHSVFSVTIHMKETTIDGEELVKIGKLNLVDLAGSENIGRSGAVDKRAREAGNINQSLLTLGRVITALVERTPHVPYRESKLTRILQDSLGGRTRTSIIATISPASLNLEETLSTLEYAHRAKNILNKPEVNQKLTKKALIKEYTEEIERLKRDLAAAREKNGVYISEENFRVMSGKLTVQEEQIVELIEKIGAVEEELNRVTELFMDNKNELDQCKSDLQNKTQELETTQKHLQETKLQLVKEEYITSALESTEEKLHDAASKLL.... The drug is CC(=O)O[C@@]12CO[C@@H]1C[C@H](O)[C@@]1(C)C(=O)[C@H](O)C3=C(C)[C@@H](OC(=O)[C@H](O)[C@@H](NC(=O)OC(C)(C)C)c4ccccc4)C[C@@](O)([C@@H](OC(=O)c4ccccc4)[C@@H]12)C3(C)C. The pIC50 is 9.2. (2) The compound is O=C(N/N=C/c1cc(Br)c(O)c(Br)c1O)c1ccc2ccccc2c1. The target protein (O25928) has sequence MEQSHQNLQSQFFIEHILQILPHRYPMLLVDRIIELQANKKIVAYKNITFNEDVFNGHFPNKPIFPGVLIVEGMAQTGGFLAFTSLWGFDPEIAKTKIVYFMTIDKVKFRIPVTPGDRLEYHLEVLKHKGMIWQVGGTAQVDGKVVAEAELKAMIAERD. The pIC50 is 5.8. (3) The small molecule is COc1ccccc1-n1c(N)c(C(N)=O)sc1=S. The target protein (P11940) has sequence MNPSAPSYPMASLYVGDLHPDVTEAMLYEKFSPAGPILSIRVCRDMITRRSLGYAYVNFQQPADAERALDTMNFDVIKGKPVRIMWSQRDPSLRKSGVGNIFIKNLDKSIDNKALYDTFSAFGNILSCKVVCDENGSKGYGFVHFETQEAAERAIEKMNGMLLNDRKVFVGRFKSRKEREAELGARAKEFTNVYIKNFGEDMDDERLKDLFGKFGPALSVKVMTDESGKSKGFGFVSFERHEDAQKAVDEMNGKELNGKQIYVGRAQKKVERQTELKRKFEQMKQDRITRYQGVNLYVKNLDDGIDDERLRKEFSPFGTITSAKVMMEGGRSKGFGFVCFSSPEEATKAVTEMNGRIVATKPLYVALAQRKEERQAHLTNQYMQRMASVRAVPNPVINPYQPAPPSGYFMAAIPQTQNRAAYYPPSQIAQLRPSPRWTAQGARPHPFQNMPGAIRPAAPRPPFSTMRPASSQVPRVMSTQRVANTSTQTMGPRPAAAAAA.... The pIC50 is 4.2. (4) The small molecule is O=c1[nH]cnc2[nH]ncc12. The target protein (P47989) has sequence MTADKLVFFVNGRKVVEKNADPETTLLAYLRRKLGLSGTKLGCGEGGCGACTVMLSKYDRLQNKIVHFSANACLAPICSLHHVAVTTVEGIGSTKTRLHPVQERIAKSHGSQCGFCTPGIVMSMYTLLRNQPEPTMEEIENAFQGNLCRCTGYRPILQGFRTFARDGGCCGGDGNNPNCCMNQKKDHSVSLSPSLFKPEEFTPLDPTQEPIFPPELLRLKDTPRKQLRFEGERVTWIQASTLKELLDLKAQHPDAKLVVGNTEIGIEMKFKNMLFPMIVCPAWIPELNSVEHGPDGISFGAACPLSIVEKTLVDAVAKLPAQKTEVFRGVLEQLRWFAGKQVKSVASVGGNIITASPISDLNPVFMASGAKLTLVSRGTRRTVQMDHTFFPGYRKTLLSPEEILLSIEIPYSREGEYFSAFKQASRREDDIAKVTSGMRVLFKPGTTEVQELALCYGGMANRTISALKTTQRQLSKLWKEELLQDVCAGLAEELHLPPDA.... The pIC50 is 6.7.